Dataset: Reaction yield outcomes from USPTO patents with 853,638 reactions. Task: Predict the reaction yield, written as a fraction of the theoretical maximum amount of product (1.0 means a 100% yield; for example, 0.34 means a 34% yield). The reactants are [CH3:1][C:2]([C:8]1[CH:13]=[CH:12][C:11]([NH:14][C:15]2[C:25]3[CH2:24][CH2:23][N:22]([C:26]4[C:31]([C:32]([F:35])([F:34])[F:33])=[CH:30][CH:29]=[CH:28][N:27]=4)[CH2:21][CH2:20][C:19]=3[N:18]=[C:17]([CH:36]([CH3:38])[CH3:37])[N:16]=2)=[CH:10][CH:9]=1)([CH3:7])[C:3]([O:5]C)=[O:4].C1COCC1.O.[OH-].[Li+]. The catalyst is O. The product is [CH3:7][C:2]([C:8]1[CH:9]=[CH:10][C:11]([NH:14][C:15]2[C:25]3[CH2:24][CH2:23][N:22]([C:26]4[C:31]([C:32]([F:34])([F:35])[F:33])=[CH:30][CH:29]=[CH:28][N:27]=4)[CH2:21][CH2:20][C:19]=3[N:18]=[C:17]([CH:36]([CH3:38])[CH3:37])[N:16]=2)=[CH:12][CH:13]=1)([CH3:1])[C:3]([OH:5])=[O:4]. The yield is 0.600.